Predict the reaction yield, written as a fraction of the theoretical maximum amount of product (1.0 means a 100% yield; for example, 0.34 means a 34% yield). From a dataset of Reaction yield outcomes from USPTO patents with 853,638 reactions. (1) The reactants are [NH:1]1[C:9]2[C:4](=[N:5][C:6]([C:10](OC)=[O:11])=[CH:7][CH:8]=2)[CH:3]=[N:2]1.[H-].[H-].[H-].[H-].[Li+].[Al+3].[OH-].[Na+]. The catalyst is C1COCC1.CCOCC. The product is [NH:1]1[C:9]2[C:4](=[N:5][C:6]([CH2:10][OH:11])=[CH:7][CH:8]=2)[CH:3]=[N:2]1. The yield is 0.764. (2) The reactants are [F:1][C:2]1[CH:7]=[CH:6][C:5]([F:8])=[CH:4][C:3]=1[C:9]1[CH:21]=[CH:20][C:12]([C:13]([O:15]C(C)(C)C)=[O:14])=[CH:11][N:10]=1.C(O)(C(F)(F)F)=O.C1(C)C=CC=CC=1. The catalyst is C(Cl)Cl. The product is [F:1][C:2]1[CH:7]=[CH:6][C:5]([F:8])=[CH:4][C:3]=1[C:9]1[CH:21]=[CH:20][C:12]([C:13]([OH:15])=[O:14])=[CH:11][N:10]=1. The yield is 0.970. (3) The reactants are [S:1]1[CH:5]=[CH:4][CH:3]=[C:2]1[S:6]([NH:9][C:10]1[CH:11]=[C:12]([O:24][C:25]([F:28])([F:27])[F:26])[CH:13]=[C:14]2[C:18]=1[NH:17][C:16]([C:19]([O:21]CC)=[O:20])=[CH:15]2)(=[O:8])=[O:7].[OH-].[Na+].O1CCCC1.Cl. The catalyst is C(O)C. The product is [S:1]1[CH:5]=[CH:4][CH:3]=[C:2]1[S:6]([NH:9][C:10]1[CH:11]=[C:12]([O:24][C:25]([F:27])([F:28])[F:26])[CH:13]=[C:14]2[C:18]=1[NH:17][C:16]([C:19]([OH:21])=[O:20])=[CH:15]2)(=[O:7])=[O:8]. The yield is 0.930. (4) The reactants are [CH3:1][N:2]([CH3:6])[CH2:3][CH2:4][NH2:5].[Cl:7][C:8]1[S:12][C:11]([S:13](Cl)(=[O:15])=[O:14])=[CH:10][CH:9]=1.C(N(CC)CC)C. The catalyst is C1COCC1. The product is [CH3:1][N:2]([CH3:6])[CH2:3][CH2:4][NH:5][S:13]([C:11]1[S:12][C:8]([Cl:7])=[CH:9][CH:10]=1)(=[O:15])=[O:14]. The yield is 0.990. (5) The reactants are [Cl:1][CH2:2][C:3]1[NH:12][C:11](=O)[C:10]2[C:5](=[CH:6][CH:7]=[CH:8][CH:9]=2)[N:4]=1.COC(=O)[C:17]1[CH:22]=[CH:21][CH:20]=[CH:19][C:18]=1[NH2:23].Cl[CH2:26]C#N.Cl.[O:30]1CCOC[CH2:31]1. No catalyst specified. The product is [Cl:1][CH2:2][C:3]1[N:12]=[C:11]([N:23]([C:18]2[CH:17]=[CH:22][C:21]([O:30][CH3:31])=[CH:20][CH:19]=2)[CH3:26])[C:10]2[C:5](=[CH:6][CH:7]=[CH:8][CH:9]=2)[N:4]=1. The yield is 0.796.